From a dataset of Catalyst prediction with 721,799 reactions and 888 catalyst types from USPTO. Predict which catalyst facilitates the given reaction. (1) Reactant: C(OC(=O)[NH:10][C@H:11]([CH2:14][O:15][Si:16]([C:29]([CH3:32])([CH3:31])[CH3:30])([C:23]1[CH:28]=[CH:27][CH:26]=[CH:25][CH:24]=1)[C:17]1[CH:22]=[CH:21][CH:20]=[CH:19][CH:18]=1)[CH2:12][CH3:13])C1C=CC=CC=1. Product: [Si:16]([O:15][CH2:14][C@@H:11]([NH2:10])[CH2:12][CH3:13])([C:29]([CH3:31])([CH3:32])[CH3:30])([C:23]1[CH:24]=[CH:25][CH:26]=[CH:27][CH:28]=1)[C:17]1[CH:18]=[CH:19][CH:20]=[CH:21][CH:22]=1. The catalyst class is: 19. (2) Reactant: [NH:1]1[CH2:6][CH2:5][CH2:4][CH:3]([C:7]2[C:11]3=[C:12]4[CH:18]=[CH:17][NH:16][C:13]4=[N:14][CH:15]=[C:10]3[NH:9][N:8]=2)[CH2:2]1.Cl[C:20]1[N:25]=[N:24][C:23]([C:26]#[N:27])=[CH:22][CH:21]=1.CCN(C(C)C)C(C)C. Product: [C:7]1([CH:3]2[CH2:4][CH2:5][CH2:6][N:1]([C:20]3[N:25]=[N:24][C:23]([C:26]#[N:27])=[CH:22][CH:21]=3)[CH2:2]2)[C:11]2=[C:12]3[CH:18]=[CH:17][NH:16][C:13]3=[N:14][CH:15]=[C:10]2[NH:9][N:8]=1. The catalyst class is: 14. (3) Reactant: C[O:2][C:3]([C:5]1[N:10]=[C:9]([C:11]2[CH:16]=[CH:15][C:14]([Cl:17])=[CH:13][CH:12]=2)[C:8]([O:18][CH2:19][CH:20]2[CH2:22][CH2:21]2)=[CH:7][N:6]=1)=[O:4].[OH-].[Li+].Cl. Product: [Cl:17][C:14]1[CH:13]=[CH:12][C:11]([C:9]2[C:8]([O:18][CH2:19][CH:20]3[CH2:21][CH2:22]3)=[CH:7][N:6]=[C:5]([C:3]([OH:4])=[O:2])[N:10]=2)=[CH:16][CH:15]=1. The catalyst class is: 30. (4) Reactant: [NH:1]1[CH2:6][CH2:5][CH:4]([OH:7])[CH2:3][CH2:2]1.CCN(C(C)C)C(C)C.[Cl:17][C:18](Cl)([O:20]C(=O)OC(Cl)(Cl)Cl)Cl. Product: [OH:7][CH:4]1[CH2:5][CH2:6][N:1]([C:18]([Cl:17])=[O:20])[CH2:2][CH2:3]1. The catalyst class is: 1. (5) Reactant: Br[CH2:2][C:3]1[N:4]([CH3:19])[C:5]2[C:10]([N:11]=1)=[C:9]([N:12]1[CH2:17][CH2:16][O:15][CH2:14][CH2:13]1)[N:8]=[C:7]([Cl:18])[N:6]=2.[O:20]1[CH2:25][CH2:24][N:23]([CH:26]2[CH2:31][CH2:30][NH:29][CH2:28][CH2:27]2)[CH2:22][CH2:21]1.CCN(C(C)C)C(C)C. Product: [Cl:18][C:7]1[N:6]=[C:5]2[C:10]([N:11]=[C:3]([CH2:2][N:29]3[CH2:30][CH2:31][CH:26]([N:23]4[CH2:24][CH2:25][O:20][CH2:21][CH2:22]4)[CH2:27][CH2:28]3)[N:4]2[CH3:19])=[C:9]([N:12]2[CH2:17][CH2:16][O:15][CH2:14][CH2:13]2)[N:8]=1. The catalyst class is: 2. (6) Reactant: Cl[C:2]1[CH:3]=[CH:4][C:5]2[N:6]([C:8]([C:11]([O:13][CH2:14][CH3:15])=[O:12])=[CH:9][N:10]=2)[N:7]=1.[F:16][C:17]([F:24])([F:23])[CH:18]1[CH2:22][CH2:21][CH2:20][NH:19]1. Product: [F:16][C:17]([F:24])([F:23])[CH:18]1[CH2:22][CH2:21][CH2:20][N:19]1[C:2]1[CH:3]=[CH:4][C:5]2[N:6]([C:8]([C:11]([O:13][CH2:14][CH3:15])=[O:12])=[CH:9][N:10]=2)[N:7]=1. The catalyst class is: 6. (7) Reactant: [CH2:1]([N:4]([C:22](=[O:32])[CH2:23]C1C=C(C)C=CC=1C)[C:5]1([C:13](NC2C=CC=CC=2)=[O:14])[CH2:10][CH2:9][CH:8]([O:11][CH3:12])[CH2:7][CH2:6]1)[CH:2]=[CH2:3].[CH3:33][C:34]([CH3:37])([O-])[CH3:35].[K+].CN(C=O)C. Product: [CH2:1]([N:4]1[C:5]2([CH2:6][CH2:7][CH:8]([O:11][CH3:12])[CH2:9][CH2:10]2)[C:13]([OH:14])=[C:23]([C:33]2[CH:10]=[C:5]([CH3:13])[CH:6]=[CH:35][C:34]=2[CH3:37])[C:22]1=[O:32])[CH:2]=[CH2:3]. The catalyst class is: 25. (8) Reactant: [NH2:1][CH:2]1[CH2:6][N:5]([C:7]([O:9][C:10]([CH3:13])([CH3:12])[CH3:11])=[O:8])[CH2:4][CH:3]1[C:14]([O:16][CH3:17])=[O:15].[CH3:18][C:19]1[CH:28]=[C:27]([CH2:29][N:30]2[C:38]3[C:33](=[CH:34][C:35]([C:39](Cl)=[O:40])=[CH:36][CH:37]=3)[CH:32]=[CH:31]2)[C:26]2[CH2:25][CH:24]=[CH:23][CH2:22][C:21]=2[N:20]=1. Product: [CH3:18][C:19]1[CH:28]=[C:27]([CH2:29][N:30]2[C:38]3[C:33](=[CH:34][C:35]([C:39]([NH:1][CH:2]4[CH2:6][N:5]([C:7]([O:9][C:10]([CH3:13])([CH3:12])[CH3:11])=[O:8])[CH2:4][CH:3]4[C:14]([O:16][CH3:17])=[O:15])=[O:40])=[CH:36][CH:37]=3)[CH:32]=[CH:31]2)[C:26]2[C:21](=[CH:22][CH:23]=[CH:24][CH:25]=2)[N:20]=1. The catalyst class is: 34.